From a dataset of Peptide-MHC class II binding affinity with 134,281 pairs from IEDB. Regression. Given a peptide amino acid sequence and an MHC pseudo amino acid sequence, predict their binding affinity value. This is MHC class II binding data. The MHC is DRB1_1101 with pseudo-sequence DRB1_1101. The binding affinity (normalized) is 0.525. The peptide sequence is SFGIVVAWQVKLLPV.